This data is from Full USPTO retrosynthesis dataset with 1.9M reactions from patents (1976-2016). The task is: Predict the reactants needed to synthesize the given product. Given the product [C:15]1([N:13]2[CH:14]=[C:10]([C:8]([OH:9])=[O:7])[C:11]([NH:21][C:22]([O:24][CH2:25][C:26]3[O:27][C:28]4[CH:34]=[CH:33][C:32]([C:35]5[CH:40]=[CH:39][CH:38]=[CH:37][CH:36]=5)=[CH:31][C:29]=4[CH:30]=3)=[O:23])=[N:12]2)[CH:20]=[CH:19][CH:18]=[CH:17][CH:16]=1, predict the reactants needed to synthesize it. The reactants are: C[Si](CC[O:7][C:8]([C:10]1[C:11]([NH:21][C:22]([O:24][CH2:25][C:26]2[O:27][C:28]3[CH:34]=[CH:33][C:32]([C:35]4[CH:40]=[CH:39][CH:38]=[CH:37][CH:36]=4)=[CH:31][C:29]=3[CH:30]=2)=[O:23])=[N:12][N:13]([C:15]2[CH:20]=[CH:19][CH:18]=[CH:17][CH:16]=2)[CH:14]=1)=[O:9])(C)C.[F-].C([N+](CCCC)(CCCC)CCCC)CCC.